The task is: Predict the reactants needed to synthesize the given product.. This data is from Full USPTO retrosynthesis dataset with 1.9M reactions from patents (1976-2016). (1) Given the product [CH:1]1([NH:4][C:5]2[C:10]([C:11]([NH2:13])=[O:12])=[CH:9][N:8]=[C:7]([NH:14][C:15]3[CH:20]=[CH:19][C:18]([CH:21]4[CH2:22][CH2:23][N:24]([S:27]([C:30]5[CH:37]=[N:32][CH:33]=[CH:34][CH:31]=5)(=[O:28])=[O:29])[CH2:25][CH2:26]4)=[CH:17][CH:16]=3)[N:6]=2)[CH2:2][CH2:3]1, predict the reactants needed to synthesize it. The reactants are: [CH:1]1([NH:4][C:5]2[C:10]([C:11]([NH2:13])=[O:12])=[CH:9][N:8]=[C:7]([NH:14][C:15]3[CH:20]=[CH:19][C:18]([CH:21]4[CH2:26][CH2:25][N:24]([S:27]([CH2:30][CH3:31])(=[O:29])=[O:28])[CH2:23][CH2:22]4)=[CH:17][CH:16]=3)[N:6]=2)[CH2:3][CH2:2]1.[N:32]1[CH:37]=CC=[C:34](S(Cl)(=O)=O)[CH:33]=1. (2) Given the product [I:17][C:14]1[CH:15]=[C:16]2[C:11](=[CH:12][CH:13]=1)[O:10][CH:9]=[CH:8][C:7]2([CH3:18])[NH2:4], predict the reactants needed to synthesize it. The reactants are: [N-]=[N+]=[N-].[N:4]([C:7]1([CH3:18])[C:16]2[C:11](=[CH:12][CH:13]=[C:14]([I:17])[CH:15]=2)[O:10][CH:9]=[CH:8]1)=[N+]=[N-].CP(C)C.O. (3) The reactants are: [CH2:1]([O:4][C:5]1[CH:10]=[CH:9][C:8](B(O)O)=[CH:7][CH:6]=1)[CH2:2][CH3:3].Br[C:15]1[CH:38]=[CH:37][C:18]([CH2:19][N:20]2[CH:25]=[C:24]3[N:26]=[C:27]([C:29]4[CH:34]=[CH:33][CH:32]=[C:31]([F:35])[C:30]=4[F:36])[N:28]=[C:23]3[CH:22]=[N:21]2)=[CH:17][CH:16]=1. Given the product [F:36][C:30]1[C:31]([F:35])=[CH:32][CH:33]=[CH:34][C:29]=1[C:27]1[N:28]=[C:23]2[CH:22]=[N:21][N:20]([CH2:19][C:18]3[CH:17]=[CH:16][C:15]([C:8]4[CH:9]=[CH:10][C:5]([O:4][CH2:1][CH2:2][CH3:3])=[CH:6][CH:7]=4)=[CH:38][CH:37]=3)[CH:25]=[C:24]2[N:26]=1, predict the reactants needed to synthesize it. (4) Given the product [CH:1]1[C:12]2=[C:13]3[CH:8]([CH2:9][CH2:10][CH2:11]2)[CH2:7][CH2:6][CH2:5][C:4]3=[CH:3][C:2]=1[NH:14][C:21]([C:20]1[CH:24]=[CH:25][C:17]([C:16]([O:27][CH3:28])=[O:26])=[CH:18][CH:19]=1)=[O:22], predict the reactants needed to synthesize it. The reactants are: [CH:1]1[C:12]2=[C:13]3[CH:8]([CH2:9][CH2:10][CH2:11]2)[CH2:7][CH2:6][CH2:5][C:4]3=[CH:3][C:2]=1[NH2:14].[Cl-].[C:16]([O:27][CH3:28])(=[O:26])[C:17]1[CH:25]=[CH:24][C:20]([C:21]([O-])=[O:22])=[CH:19][CH:18]=1.Cl. (5) Given the product [CH:22]([NH:24][CH2:8][C:7]1[CH:6]=[C:5]([C:1]([CH3:4])([CH3:3])[CH3:2])[C:12]([OH:13])=[C:11]([C:14]([CH3:17])([CH3:16])[CH3:15])[CH:10]=1)=[O:23], predict the reactants needed to synthesize it. The reactants are: [C:1]([C:5]1[CH:6]=[C:7]([CH:10]=[C:11]([C:14]([CH3:17])([CH3:16])[CH3:15])[C:12]=1[OH:13])[CH:8]=O)([CH3:4])([CH3:3])[CH3:2].C([O-])=O.[NH4+].[CH:22]([NH2:24])=[O:23].